From a dataset of Catalyst prediction with 721,799 reactions and 888 catalyst types from USPTO. Predict which catalyst facilitates the given reaction. Reactant: [F:1][C:2]1[CH:3]=[C:4]([CH:9]=[C:10]([OH:14])[C:11]=1[O:12][CH3:13])[C:5]([O:7][CH3:8])=[O:6].C(=O)([O-])[O-].[Cs+].[Cs+].[CH2:21](Br)[C:22]1[CH:27]=[CH:26][CH:25]=[CH:24][CH:23]=1. Product: [F:1][C:2]1[CH:3]=[C:4]([CH:9]=[C:10]([O:14][CH2:21][C:22]2[CH:27]=[CH:26][CH:25]=[CH:24][CH:23]=2)[C:11]=1[O:12][CH3:13])[C:5]([O:7][CH3:8])=[O:6]. The catalyst class is: 3.